Task: Predict the reaction yield, written as a fraction of the theoretical maximum amount of product (1.0 means a 100% yield; for example, 0.34 means a 34% yield).. Dataset: Reaction yield outcomes from USPTO patents with 853,638 reactions (1) The reactants are Cl.[CH2:2]([NH:4][C:5]1[CH:6]=[N:7][O:8][C:9]=1[CH3:10])[CH3:3].[F:11][CH:12]([F:16])[C:13](Cl)=[O:14]. The catalyst is C(Cl)Cl. The product is [CH2:2]([N:4]([C:5]1[CH:6]=[N:7][O:8][C:9]=1[CH3:10])[C:13](=[O:14])[CH:12]([F:16])[F:11])[CH3:3]. The yield is 0.480. (2) The reactants are [OH:1][C:2]1[CH:11]=[CH:10][C:9]2[C:8](=[O:12])[CH2:7][CH2:6][CH2:5][C:4]=2[C:3]=1[CH2:13][S:14][C:15]1[CH:16]=[C:17]([CH:22]=[CH:23][CH:24]=1)[C:18]([O:20][CH3:21])=[O:19].[N:25]1([CH2:30][C@@H:31]([C:33]2[CH:38]=[CH:37][CH:36]=[CH:35][CH:34]=2)O)[CH:29]=[CH:28][N:27]=[CH:26]1.C1C=CC(P(C2C=CC=CC=2)C2C=CC=CC=2)=CC=1.N(C(OCC)=O)=NC(OCC)=O. No catalyst specified. The product is [N:25]1([CH2:30][C@@H:31]([O:1][C:2]2[CH:11]=[CH:10][C:9]3[C:8](=[O:12])[CH2:7][CH2:6][CH2:5][C:4]=3[C:3]=2[CH2:13][S:14][C:15]2[CH:16]=[C:17]([CH:22]=[CH:23][CH:24]=2)[C:18]([O:20][CH3:21])=[O:19])[C:33]2[CH:38]=[CH:37][CH:36]=[CH:35][CH:34]=2)[CH:29]=[CH:28][N:27]=[CH:26]1. The yield is 0.940.